The task is: Predict which catalyst facilitates the given reaction.. This data is from Catalyst prediction with 721,799 reactions and 888 catalyst types from USPTO. (1) Reactant: CN(C(ON1N=NC2C=CC=CC1=2)=[N+](C)C)C.[B-](F)(F)(F)F.C1C=CC2N(O)N=NC=2C=1.[CH3:33][CH:34]([CH3:38])[C:35](O)=[O:36].C(N(C(C)C)CC)(C)C.[CH3:48][S:49]([C:52]1[CH:57]=[CH:56][C:55]([C:58]2[N:63]=[CH:62][C:61]([O:64][CH2:65][CH:66]3[CH2:71][CH2:70][N:69]([C:72]([NH:74][NH2:75])=[O:73])[CH2:68][CH2:67]3)=[CH:60][CH:59]=2)=[CH:54][CH:53]=1)(=[O:51])=[O:50]. Product: [CH3:33][CH:34]([CH3:38])[C:35]([NH:75][NH:74][C:72]([N:69]1[CH2:68][CH2:67][CH:66]([CH2:65][O:64][C:61]2[CH:62]=[N:63][C:58]([C:55]3[CH:56]=[CH:57][C:52]([S:49]([CH3:48])(=[O:50])=[O:51])=[CH:53][CH:54]=3)=[CH:59][CH:60]=2)[CH2:71][CH2:70]1)=[O:73])=[O:36]. The catalyst class is: 18. (2) Reactant: [CH:1]([S:4]([C:7]1[CH:12]=[CH:11][C:10]([N+:13]([O-])=O)=[CH:9][C:8]=1[C:16]1[N:17](C(OC(C)(C)C)=O)[CH:18]=[CH:19][CH:20]=1)(=[O:6])=[O:5])([CH3:3])[CH3:2].[ClH:28]. Product: [ClH:28].[CH:1]([S:4]([C:7]1[CH:12]=[CH:11][C:10]([NH2:13])=[CH:9][C:8]=1[CH:16]1[CH2:20][CH2:19][CH2:18][NH:17]1)(=[O:6])=[O:5])([CH3:3])[CH3:2]. The catalyst class is: 810. (3) Reactant: [C:1]1([C:7]2[C:11]([CH2:12][CH2:13][CH2:14][OH:15])=[CH:10][N:9]([C:16]3[CH:21]=[CH:20][C:19]([C:22]([F:25])([F:24])[F:23])=[CH:18][N:17]=3)[N:8]=2)[CH:6]=[CH:5][CH:4]=[CH:3][CH:2]=1.O[C:27]1[CH:31]=[C:30]([CH2:32][CH2:33][C:34]([O:36]CC)=[O:35])[N:29]([C:39]2[CH:44]=[CH:43][CH:42]=[CH:41][CH:40]=2)[N:28]=1.C(P(CCCC)CCCC)CCC.N(C(N1CCCCC1)=O)=NC(N1CCCCC1)=O. Product: [C:39]1([N:29]2[C:30]([CH2:32][CH2:33][C:34]([OH:36])=[O:35])=[CH:31][C:27]([O:15][CH2:14][CH2:13][CH2:12][C:11]3[C:7]([C:1]4[CH:2]=[CH:3][CH:4]=[CH:5][CH:6]=4)=[N:8][N:9]([C:16]4[CH:21]=[CH:20][C:19]([C:22]([F:24])([F:23])[F:25])=[CH:18][N:17]=4)[CH:10]=3)=[N:28]2)[CH:44]=[CH:43][CH:42]=[CH:41][CH:40]=1. The catalyst class is: 7. (4) Reactant: [N:1]1[CH:6]=[CH:5][CH:4]=[CH:3][C:2]=1[C:7]1[N:8]=[C:9]([NH:12][C:13](=[O:21])OC2C=CC=CC=2)[S:10][CH:11]=1.C(N(C(C)C)CC)(C)C.[C:31]1([N:37]2[CH2:41][C:40]3([CH2:46][CH2:45][NH:44][CH2:43][CH2:42]3)[O:39][C:38]2=[O:47])[CH:36]=[CH:35][CH:34]=[CH:33][CH:32]=1. Product: [O:47]=[C:38]1[N:37]([C:31]2[CH:36]=[CH:35][CH:34]=[CH:33][CH:32]=2)[CH2:41][C:40]2([CH2:46][CH2:45][N:44]([C:13]([NH:12][C:9]3[S:10][CH:11]=[C:7]([C:2]4[CH:3]=[CH:4][CH:5]=[CH:6][N:1]=4)[N:8]=3)=[O:21])[CH2:43][CH2:42]2)[O:39]1. The catalyst class is: 23. (5) Reactant: [Cl:1][C:2]1[C:7](I)=[CH:6][C:5]([N+:9]([O-:11])=[O:10])=[CH:4][N:3]=1.[C:12]1(B(O)O)[CH:17]=[CH:16][CH:15]=[CH:14][CH:13]=1.C(Cl)Cl.C([O-])([O-])=O.[Cs+].[Cs+]. Product: [Cl:1][C:2]1[C:7]([C:12]2[CH:17]=[CH:16][CH:15]=[CH:14][CH:13]=2)=[CH:6][C:5]([N+:9]([O-:11])=[O:10])=[CH:4][N:3]=1. The catalyst class is: 38. (6) Reactant: [CH3:1][O:2][C:3](=[O:12])[C:4]1[CH:9]=[CH:8][CH:7]=[C:6]([Cl:10])[C:5]=1[CH3:11].[Br:13]N1C(=O)CCC1=O.C(OOC(=O)C1C=CC=CC=1)(=O)C1C=CC=CC=1. Product: [CH3:1][O:2][C:3](=[O:12])[C:4]1[CH:9]=[CH:8][CH:7]=[C:6]([Cl:10])[C:5]=1[CH2:11][Br:13]. The catalyst class is: 53. (7) Reactant: [F:1][C:2]([F:22])([F:21])[C:3]1[CH:4]=[C:5]([CH:14]=[C:15]([C:17]([F:20])([F:19])[F:18])[CH:16]=1)[C:6]([NH:8][CH2:9][CH2:10][C:11]([OH:13])=O)=[O:7].[Cl:23][C:24]1[CH:30]=[CH:29][C:27]([NH2:28])=[CH:26][CH:25]=1.O.ON1C2C=CC=CC=2N=N1.Cl.CN(C)CCCN=C=NCC.C(N(CC)C(C)C)(C)C. Product: [Cl:23][C:24]1[CH:30]=[CH:29][C:27]([NH:28][C:11](=[O:13])[CH2:10][CH2:9][NH:8][C:6](=[O:7])[C:5]2[CH:4]=[C:3]([C:2]([F:22])([F:1])[F:21])[CH:16]=[C:15]([C:17]([F:18])([F:19])[F:20])[CH:14]=2)=[CH:26][CH:25]=1. The catalyst class is: 56. (8) Reactant: Br[C:2]1[C:11]2[C:6](=[CH:7][CH:8]=[C:9]([O:12][CH3:13])[CH:10]=2)[C:5](=[O:14])[N:4]([C:15]2[CH:20]=[CH:19][C:18]([F:21])=[CH:17][CH:16]=2)[CH:3]=1.C(=O)([O-])[O-].[K+].[K+].[F:28][C:29]([F:40])([F:39])[C:30]1[CH:35]=[CH:34][C:33](B(O)O)=[CH:32][CH:31]=1. Product: [F:21][C:18]1[CH:19]=[CH:20][C:15]([N:4]2[CH:3]=[C:2]([C:33]3[CH:34]=[CH:35][C:30]([C:29]([F:40])([F:39])[F:28])=[CH:31][CH:32]=3)[C:11]3[C:6](=[CH:7][CH:8]=[C:9]([O:12][CH3:13])[CH:10]=3)[C:5]2=[O:14])=[CH:16][CH:17]=1. The catalyst class is: 73.